The task is: Regression. Given a peptide amino acid sequence and an MHC pseudo amino acid sequence, predict their binding affinity value. This is MHC class II binding data.. This data is from Peptide-MHC class II binding affinity with 134,281 pairs from IEDB. (1) The peptide sequence is GINTIPIAINEAEYV. The binding affinity (normalized) is 0.171. The MHC is HLA-DPA10201-DPB10101 with pseudo-sequence HLA-DPA10201-DPB10101. (2) The peptide sequence is AAFLHATDLLPAYAA. The MHC is HLA-DQA10401-DQB10402 with pseudo-sequence HLA-DQA10401-DQB10402. The binding affinity (normalized) is 0.142. (3) The binding affinity (normalized) is 0.212. The peptide sequence is EVAKLDVVKLLYNEQ. The MHC is DRB1_0405 with pseudo-sequence DRB1_0405. (4) The peptide sequence is EKYYFAATQFEPLAA. The MHC is HLA-DPA10103-DPB10601 with pseudo-sequence HLA-DPA10103-DPB10601. The binding affinity (normalized) is 0.995. (5) The binding affinity (normalized) is 0.792. The MHC is DRB5_0101 with pseudo-sequence DRB5_0101. The peptide sequence is QITKIQNFRVYYRDSRDPIW. (6) The peptide sequence is QTYYLSMEYLQGRAL. The MHC is HLA-DQA10401-DQB10402 with pseudo-sequence HLA-DQA10401-DQB10402. The binding affinity (normalized) is 0.108. (7) The peptide sequence is EATTDGLGWYKIEID. The MHC is HLA-DQA10301-DQB10302 with pseudo-sequence HLA-DQA10301-DQB10302. The binding affinity (normalized) is 0.345. (8) The peptide sequence is KMMNMEAANLAEVRS. The MHC is DRB1_0701 with pseudo-sequence DRB1_0701. The binding affinity (normalized) is 0.330. (9) The peptide sequence is QPFPKTVWEQILNTW. The MHC is DRB1_1001 with pseudo-sequence DRB1_1001. The binding affinity (normalized) is 0.400. (10) The peptide sequence is MLIESNLAGSNDNFL. The MHC is DRB1_1302 with pseudo-sequence DRB1_1302. The binding affinity (normalized) is 0.548.